The task is: Predict the reaction yield, written as a fraction of the theoretical maximum amount of product (1.0 means a 100% yield; for example, 0.34 means a 34% yield).. This data is from Reaction yield outcomes from USPTO patents with 853,638 reactions. (1) The reactants are [Cl:1][C:2]1[CH:7]=[C:6]([Cl:8])[CH:5]=[CH:4][C:3]=1B(O)O.C[O:13][C:14](=[O:22])[C:15]1[CH:20]=[CH:19][C:18](I)=[CH:17][CH:16]=1.C([O-])([O-])=O.[K+].[K+]. The catalyst is O1CCOCC1.O.C1C=CC([P]([Pd]([P](C2C=CC=CC=2)(C2C=CC=CC=2)C2C=CC=CC=2)([P](C2C=CC=CC=2)(C2C=CC=CC=2)C2C=CC=CC=2)[P](C2C=CC=CC=2)(C2C=CC=CC=2)C2C=CC=CC=2)(C2C=CC=CC=2)C2C=CC=CC=2)=CC=1. The product is [Cl:1][C:2]1[CH:7]=[C:6]([Cl:8])[CH:5]=[CH:4][C:3]=1[C:18]1[CH:19]=[CH:20][C:15]([C:14]([OH:22])=[O:13])=[CH:16][CH:17]=1. The yield is 0.500. (2) The reactants are [F:1][C:2]1([F:56])[CH2:7][CH2:6][CH:5]([C:8]2[C:17]3[CH:16]([O:18][CH2:19][C:20]4[CH:25]=[CH:24][C:23]([O:26][CH3:27])=[CH:22][CH:21]=4)[CH2:15][C:14]([CH3:29])([CH3:28])[CH2:13][C:12]=3[N:11]=[C:10]([CH:30]3[CH2:35][CH2:34][N:33]([C:36]4[N:41]=[CH:40][C:39]([CH:42]=[O:43])=[CH:38][N:37]=4)[CH2:32][CH2:31]3)[C:9]=2[CH:44]([F:55])[C:45]2[CH:50]=[CH:49][C:48]([C:51]([F:54])([F:53])[F:52])=[CH:47][CH:46]=2)[CH2:4][CH2:3]1.[BH4-].[Na+]. The catalyst is C(O)C.O1CCCC1. The product is [F:56][C:2]1([F:1])[CH2:7][CH2:6][CH:5]([C:8]2[C:17]3[CH:16]([O:18][CH2:19][C:20]4[CH:21]=[CH:22][C:23]([O:26][CH3:27])=[CH:24][CH:25]=4)[CH2:15][C:14]([CH3:28])([CH3:29])[CH2:13][C:12]=3[N:11]=[C:10]([CH:30]3[CH2:31][CH2:32][N:33]([C:36]4[N:41]=[CH:40][C:39]([CH2:42][OH:43])=[CH:38][N:37]=4)[CH2:34][CH2:35]3)[C:9]=2[CH:44]([F:55])[C:45]2[CH:46]=[CH:47][C:48]([C:51]([F:52])([F:54])[F:53])=[CH:49][CH:50]=2)[CH2:4][CH2:3]1. The yield is 1.00. (3) The reactants are [CH2:1]([O:3][C:4]([N:6]1[CH2:11][CH2:10][CH:9]([C:12]2[C:20]3[C:15](=[CH:16][C:17]([F:21])=[CH:18][CH:19]=3)[NH:14][CH:13]=2)[CH2:8][CH2:7]1)=[O:5])[CH3:2].Br[CH2:23][C:24]1[S:25][CH:26]=[CH:27][CH:28]=1. The catalyst is C(OCC)C. The product is [CH2:1]([O:3][C:4]([N:6]1[CH2:11][CH2:10][CH:9]([C:12]2[C:20]3[C:15](=[CH:16][C:17]([F:21])=[CH:18][CH:19]=3)[N:14]([CH2:23][C:24]3[S:25][CH:26]=[CH:27][CH:28]=3)[CH:13]=2)[CH2:8][CH2:7]1)=[O:5])[CH3:2]. The yield is 1.00. (4) The reactants are [NH:1]1[CH:5]=[CH:4][CH:3]=[CH:2]1.CCCCCC.C([Li])CCC.Br[CH2:18][CH2:19][CH2:20][CH2:21][CH2:22][CH2:23][O:24][CH:25]1[CH2:30][CH2:29][CH2:28][CH2:27][O:26]1.O. The catalyst is CS(C)=O.O1CCCC1. The product is [O:26]1[CH2:27][CH2:28][CH2:29][CH2:30][CH:25]1[O:24][CH2:23][CH2:22][CH2:21][CH2:20][CH2:19][CH2:18][N:1]1[CH:5]=[CH:4][CH:3]=[CH:2]1. The yield is 0.752.